This data is from TCR-epitope binding with 47,182 pairs between 192 epitopes and 23,139 TCRs. The task is: Binary Classification. Given a T-cell receptor sequence (or CDR3 region) and an epitope sequence, predict whether binding occurs between them. (1) The epitope is AIMTRCLAV. The TCR CDR3 sequence is CASSQVMGQTEAFF. Result: 0 (the TCR does not bind to the epitope). (2) The epitope is NEGVKAAW. The TCR CDR3 sequence is CASSRWASGGDEQFF. Result: 0 (the TCR does not bind to the epitope).